Predict the reaction yield, written as a fraction of the theoretical maximum amount of product (1.0 means a 100% yield; for example, 0.34 means a 34% yield). From a dataset of Reaction yield outcomes from USPTO patents with 853,638 reactions. (1) The reactants are [NH2:1][C:2]1[C:3]([CH3:29])=[C:4]([C:8]2[C:20]3[C:19]4[C:14](=[CH:15][C:16]([O:21][CH2:22][CH2:23][O:24][CH3:25])=[CH:17][CH:18]=4)[NH:13][C:12]=3[C:11]([C:26]([NH2:28])=[O:27])=[N:10][CH:9]=2)[CH:5]=[CH:6][CH:7]=1.[NH:30]1[C:35]2[CH:36]=[CH:37][CH:38]=[CH:39][C:34]=2[C:33](=O)[O:32][C:31]1=O.COC(OC)OC.[N+](O[La](O[N+]([O-])=O)O[N+]([O-])=O)([O-])=O. The catalyst is O1CCCC1.C(OCC)(=O)C. The product is [CH3:25][O:24][CH2:23][CH2:22][O:21][C:16]1[CH:15]=[C:14]2[C:19]([C:20]3[C:8]([C:4]4[CH:5]=[CH:6][CH:7]=[C:2]([N:1]5[C:33](=[O:32])[C:34]6[C:35](=[CH:36][CH:37]=[CH:38][CH:39]=6)[N:30]=[CH:31]5)[C:3]=4[CH3:29])=[CH:9][N:10]=[C:11]([C:26]([NH2:28])=[O:27])[C:12]=3[NH:13]2)=[CH:18][CH:17]=1. The yield is 0.428. (2) The reactants are [NH2:1][CH2:2][CH2:3][C:4]([NH:6][C:7]1[CH:12]=[CH:11][CH:10]=[C:9]([NH:13][C:14]2[N:19]=[C:18]([C:20]3[C:28]4[C:23](=[CH:24][CH:25]=[CH:26][CH:27]=4)[NH:22][CH:21]=3)[C:17]([Cl:29])=[CH:16][N:15]=2)[CH:8]=1)=[O:5].[C:30](O)([C:32](F)(F)F)=[O:31].[CH3:37][CH2:38][N:39]([CH:43](C)C)[CH:40](C)C.BrC/C=C/C(Cl)=O.CNC.C1COCC1. The catalyst is C(Cl)Cl.CN1C(=O)CCC1.C1COCC1. The product is [Cl:29][C:17]1[C:18]([C:20]2[C:28]3[C:23](=[CH:24][CH:25]=[CH:26][CH:27]=3)[NH:22][CH:21]=2)=[N:19][C:14]([NH:13][C:9]2[CH:8]=[C:7]([NH:6][C:4](=[O:5])[CH2:3][CH2:2][NH:1][C:30](=[O:31])/[CH:32]=[CH:37]/[CH2:38][N:39]([CH3:43])[CH3:40])[CH:12]=[CH:11][CH:10]=2)=[N:15][CH:16]=1. The yield is 0.250. (3) The reactants are [O:1]=[C:2]([C:13]1[CH:18]=[CH:17][CH:16]=[CH:15][CH:14]=1)[CH2:3][C:4](=[NH:12])[NH:5][C:6]1[CH:11]=[CH:10][CH:9]=[CH:8][CH:7]=1.[C:19](OC)(=[O:22])[C:20]#[CH:21]. The catalyst is CO. The product is [NH2:12][C:4]1[N:5]([C:6]2[CH:11]=[CH:10][CH:9]=[CH:8][CH:7]=2)[C:19](=[O:22])[CH:20]=[CH:21][C:3]=1[C:2](=[O:1])[C:13]1[CH:18]=[CH:17][CH:16]=[CH:15][CH:14]=1. The yield is 0.830. (4) The reactants are [Cl:1][C:2]1[C:10]([S:11]([N:14]2[CH2:19][CH2:18][N:17]([C:20]3[CH:25]=[CH:24][C:23]([F:26])=[CH:22][C:21]=3[C:27]([F:30])([F:29])[F:28])[CH2:16][CH:15]2[CH3:31])(=[O:13])=[O:12])=[CH:9][C:5]([C:6](O)=[O:7])=[C:4]([F:32])[CH:3]=1.C1N=C[N:35](C(N2C=NC=C2)=O)C=1.Cl. The catalyst is C1COCC1. The product is [Cl:1][C:2]1[C:10]([S:11]([N:14]2[CH2:19][CH2:18][N:17]([C:20]3[CH:25]=[CH:24][C:23]([F:26])=[CH:22][C:21]=3[C:27]([F:28])([F:29])[F:30])[CH2:16][C@H:15]2[CH3:31])(=[O:13])=[O:12])=[CH:9][C:5]([C:6]([NH2:35])=[O:7])=[C:4]([F:32])[CH:3]=1. The yield is 0.00900.